Task: Predict the reaction yield, written as a fraction of the theoretical maximum amount of product (1.0 means a 100% yield; for example, 0.34 means a 34% yield).. Dataset: Reaction yield outcomes from USPTO patents with 853,638 reactions (1) The reactants are [NH2:1][C:2]12[CH2:10][CH2:9][CH:6]([CH2:7][CH2:8]1)[CH2:5][N:4]1[C:11](=[O:27])[C:12]([OH:26])=[C:13]([C:15]([NH:17][CH2:18][C:19]3[CH:24]=[CH:23][C:22]([F:25])=[CH:21][CH:20]=3)=[O:16])[N:14]=[C:3]21.[F:28][CH2:29][CH2:30][N:31]([CH3:37])[C:32](=[O:36])[C:33](O)=[O:34].C(N(C(C)C)CC)(C)C.F[P-](F)(F)(F)(F)F.N1(OC(N(C)C)=[N+](C)C)C2N=CC=CC=2N=N1. The catalyst is CN(C)C1C=CN=CC=1.CN(C=O)C.Cl. The product is [F:25][C:22]1[CH:21]=[CH:20][C:19]([CH2:18][NH:17][C:15]([C:13]2[N:14]=[C:3]3[C:2]4([NH:1][C:33](=[O:34])[C:32]([N:31]([CH2:30][CH2:29][F:28])[CH3:37])=[O:36])[CH2:8][CH2:7][CH:6]([CH2:9][CH2:10]4)[CH2:5][N:4]3[C:11](=[O:27])[C:12]=2[OH:26])=[O:16])=[CH:24][CH:23]=1. The yield is 0.600. (2) The reactants are [F:1][C:2]1[C:3]([N+:16]([O-])=O)=[CH:4][C:5]([N+:13]([O-])=O)=[C:6]([CH:8]=[CH:9]N(C)C)[CH:7]=1. The catalyst is CCO.[Ni]. The product is [F:1][C:2]1[CH:7]=[C:6]2[C:5](=[CH:4][C:3]=1[NH2:16])[NH:13][CH:9]=[CH:8]2. The yield is 0.160. (3) The reactants are [N:1]1[CH:6]=[CH:5][C:4]([N:7]2[CH2:12][CH2:11][CH:10]([C:13](Cl)=[O:14])[CH2:9][CH2:8]2)=[CH:3][CH:2]=1.[CH:16]1[C:25]2[C:20](=[CH:21][CH:22]=[CH:23][CH:24]=2)[CH:19]=[CH:18][C:17]=1[S:26]([N:29]1[CH2:34][CH2:33][NH:32][CH:31]([C:35]([O:37][CH2:38][CH3:39])=[O:36])[CH2:30]1)(=[O:28])=[O:27]. No catalyst specified. The product is [CH2:38]([O:37][C:35]([CH:31]1[CH2:30][N:29]([S:26]([C:17]2[CH:18]=[CH:19][C:20]3[C:25](=[CH:24][CH:23]=[CH:22][CH:21]=3)[CH:16]=2)(=[O:27])=[O:28])[CH2:34][CH2:33][N:32]1[C:13]([CH:10]1[CH2:11][CH2:12][N:7]([C:4]2[CH:5]=[CH:6][N:1]=[CH:2][CH:3]=2)[CH2:8][CH2:9]1)=[O:14])=[O:36])[CH3:39]. The yield is 0.0900. (4) The reactants are [CH3:1][C:2]([CH3:7])([CH3:6])[CH2:3][CH:4]=O.[CH2:8]([NH2:11])[CH2:9][CH3:10].[S-:12][C:13]#[N:14].[K+].II.S(S([O-])=O)([O-])(=O)=O.[Na+].[Na+]. The catalyst is C(#N)C. The product is [C:2]([C:3]1[S:12][C:13](=[NH:14])[N:11]([CH2:8][CH2:9][CH3:10])[CH:4]=1)([CH3:7])([CH3:6])[CH3:1]. The yield is 0.990. (5) The yield is 0.480. The reactants are [F:1][C:2]1[CH:7]=[CH:6][C:5]2[C:8]3([CH2:36][O:37][C:4]=2[CH:3]=1)[CH2:13][CH2:12][N:11]([C:14]([C:16]1[CH:17]=[N:18][C:19]2[N:20]([N:30]=[CH:31][C:32]=2[C:33](O)=[O:34])[C:21]=1[NH:22][C:23]1[CH:28]=[CH:27][CH:26]=[C:25]([CH3:29])[CH:24]=1)=[O:15])[CH2:10][CH2:9]3.[CH2:38]([S:40]([NH2:43])(=[O:42])=[O:41])[CH3:39]. No catalyst specified. The product is [F:1][C:2]1[CH:7]=[CH:6][C:5]2[C:8]3([CH2:36][O:37][C:4]=2[CH:3]=1)[CH2:13][CH2:12][N:11]([C:14]([C:16]1[CH:17]=[N:18][C:19]2[N:20]([N:30]=[CH:31][C:32]=2[C:33]([NH:43][S:40]([CH2:38][CH3:39])(=[O:42])=[O:41])=[O:34])[C:21]=1[NH:22][C:23]1[CH:28]=[CH:27][CH:26]=[C:25]([CH3:29])[CH:24]=1)=[O:15])[CH2:10][CH2:9]3. (6) The reactants are Cl[C:2]1[N:7]=[C:6]([Cl:8])[CH:5]=[C:4]([C:9]2[O:10][C:11]([CH3:14])=[CH:12][CH:13]=2)[N:3]=1.[CH3:15][NH2:16].CCO. The catalyst is CO. The product is [Cl:8][C:6]1[CH:5]=[C:4]([C:9]2[O:10][C:11]([CH3:14])=[CH:12][CH:13]=2)[N:3]=[C:2]([CH2:15][NH2:16])[N:7]=1. The yield is 0.220.